From a dataset of Full USPTO retrosynthesis dataset with 1.9M reactions from patents (1976-2016). Predict the reactants needed to synthesize the given product. (1) Given the product [CH3:9][O:8][C:7]1[CH:6]=[C:5]([N+:10]([O-:12])=[O:11])[C:4]([O:13][CH3:14])=[CH:3][C:2]=1[N:33]1[CH2:32][CH2:31][CH:30]([N:27]2[CH2:26][CH2:25][N:24]([CH2:23][CH2:22][F:21])[CH2:29][CH2:28]2)[CH2:35][CH2:34]1, predict the reactants needed to synthesize it. The reactants are: Cl[C:2]1[C:7]([O:8][CH3:9])=[CH:6][C:5]([N+:10]([O-:12])=[O:11])=[C:4]([O:13][CH3:14])[CH:3]=1.C([O-])([O-])=O.[K+].[K+].[F:21][CH2:22][CH2:23][N:24]1[CH2:29][CH2:28][N:27]([CH:30]2[CH2:35][CH2:34][NH:33][CH2:32][CH2:31]2)[CH2:26][CH2:25]1.O. (2) Given the product [O:28]1[C:24]2[CH:23]=[CH:22][N:21]=[C:20]([O:18][C:4]3[CH:5]=[CH:6][C:7]([N:8]4[C:16]5[CH:15]=[CH:14][N:13]=[CH:12][C:11]=5[N:10]=[C:9]4[CH3:17])=[C:2]([CH3:1])[CH:3]=3)[C:25]=2[CH:26]=[CH:27]1, predict the reactants needed to synthesize it. The reactants are: [CH3:1][C:2]1[CH:3]=[C:4]([OH:18])[CH:5]=[CH:6][C:7]=1[N:8]1[C:16]2[CH:15]=[CH:14][N:13]=[CH:12][C:11]=2[N:10]=[C:9]1[CH3:17].Cl[C:20]1[C:25]2[CH:26]=[CH:27][O:28][C:24]=2[CH:23]=[CH:22][N:21]=1.C(=O)([O-])[O-].[Cs+].[Cs+]. (3) Given the product [C:1]([O:5][C:6]([N:8]1[CH2:13][CH2:12][CH2:11][CH:10]([CH:14]=[O:15])[CH2:9]1)=[O:7])([CH3:4])([CH3:3])[CH3:2], predict the reactants needed to synthesize it. The reactants are: [C:1]([O:5][C:6]([N:8]1[CH2:13][CH2:12][CH2:11][CH:10]([CH2:14][OH:15])[CH2:9]1)=[O:7])([CH3:4])([CH3:3])[CH3:2].C[N+]1([O-])CCOCC1. (4) The reactants are: Cl.Cl.[N:3]1([C:10]2[CH:11]=[C:12]([CH2:20][CH3:21])[CH:13]=[C:14]3[C:19]=2[N:18]=[CH:17][CH:16]=[CH:15]3)[CH2:9][CH2:8][CH2:7][NH:6][CH2:5][CH2:4]1.Cl[CH2:23][C:24]1[N:25]=[C:26]([C:29]2[CH:34]=[CH:33][CH:32]=[CH:31][CH:30]=2)[S:27][CH:28]=1.C([O-])([O-])=O.[Cs+].[Cs+].CCOC(C)=O. Given the product [CH2:20]([C:12]1[CH:13]=[C:14]2[C:19](=[C:10]([N:3]3[CH2:9][CH2:8][CH2:7][N:6]([CH2:23][C:24]4[N:25]=[C:26]([C:29]5[CH:30]=[CH:31][CH:32]=[CH:33][CH:34]=5)[S:27][CH:28]=4)[CH2:5][CH2:4]3)[CH:11]=1)[N:18]=[CH:17][CH:16]=[CH:15]2)[CH3:21], predict the reactants needed to synthesize it. (5) Given the product [CH3:11][S:12]([O:9][CH2:8][C:4]1[CH:5]=[CH:6][CH:7]=[C:2]([Br:1])[C:3]=1[Cl:10])(=[O:14])=[O:13], predict the reactants needed to synthesize it. The reactants are: [Br:1][C:2]1[C:3]([Cl:10])=[C:4]([CH2:8][OH:9])[CH:5]=[CH:6][CH:7]=1.[CH3:11][S:12](Cl)(=[O:14])=[O:13].